The task is: Predict which catalyst facilitates the given reaction.. This data is from Catalyst prediction with 721,799 reactions and 888 catalyst types from USPTO. (1) The catalyst class is: 6. Product: [ClH:33].[O:1]1[C:10]2[C:5](=[CH:6][CH:7]=[CH:8][CH:9]=2)[CH:4]([NH:11][C:12]2[C:13]3[N:14]([C:24]([CH3:28])=[C:25]([CH3:27])[N:26]=3)[CH:15]=[C:16]([C:18]([OH:20])=[O:19])[CH:17]=2)[CH2:3][CH2:2]1. Reactant: [O:1]1[C:10]2[C:5](=[CH:6][CH:7]=[CH:8][CH:9]=2)[CH:4]([NH:11][C:12]2[C:13]3[N:14]([C:24]([CH3:28])=[C:25]([CH3:27])[N:26]=3)[CH:15]=[C:16]([C:18]([O:20]C(C)C)=[O:19])[CH:17]=2)[CH2:3][CH2:2]1.CO.[OH-].[Na+].[ClH:33]. (2) Reactant: [Cl:1][C:2]1[N:7]=[CH:6][C:5]([CH2:8][C:9]([OH:11])=O)=[CH:4][CH:3]=1.[NH2:12][C:13]1[CH:18]=[CH:17][C:16]([CH3:19])=[CH:15][CH:14]=1.C(N(CC)C(C)C)(C)C.F[P-](F)(F)(F)(F)F.N1(OC(N(C)C)=[N+](C)C)C2N=CC=CC=2N=N1. Product: [Cl:1][C:2]1[N:7]=[CH:6][C:5]([CH2:8][C:9]([NH:12][C:13]2[CH:18]=[CH:17][C:16]([CH3:19])=[CH:15][CH:14]=2)=[O:11])=[CH:4][CH:3]=1. The catalyst class is: 7. (3) Reactant: [CH2:1]([O:8][C:9]1[CH:10]=[C:11]([CH:15]=[C:16]([C:18]([O:20][CH3:21])=[O:19])[CH:17]=1)[C:12](O)=[O:13])[C:2]1[CH:7]=[CH:6][CH:5]=[CH:4][CH:3]=1.B.CSC. Product: [CH2:1]([O:8][C:9]1[CH:17]=[C:16]([CH:15]=[C:11]([CH2:12][OH:13])[CH:10]=1)[C:18]([O:20][CH3:21])=[O:19])[C:2]1[CH:7]=[CH:6][CH:5]=[CH:4][CH:3]=1. The catalyst class is: 1. (4) Reactant: [CH:1]1([C:4]2[CH:33]=[C:32]([C:34](=[O:40])[NH:35][S:36]([CH3:39])(=[O:38])=[O:37])[C:31]([F:41])=[CH:30][C:5]=2[O:6][C@@H:7]2[CH2:12][CH2:11][CH2:10][N:9]([CH2:13][C:14]3[CH:22]=[CH:21][CH:20]=[C:19]4[C:15]=3[CH2:16][N:17](C(OC(C)(C)C)=O)[CH2:18]4)[CH2:8]2)[CH2:3][CH2:2]1.FC(F)(F)C(O)=O. Product: [CH:1]1([C:4]2[C:5]([O:6][C@@H:7]3[CH2:12][CH2:11][CH2:10][N:9]([CH2:13][C:14]4[CH:22]=[CH:21][CH:20]=[C:19]5[C:15]=4[CH2:16][NH:17][CH2:18]5)[CH2:8]3)=[CH:30][C:31]([F:41])=[C:32]([CH:33]=2)[C:34]([NH:35][S:36]([CH3:39])(=[O:38])=[O:37])=[O:40])[CH2:2][CH2:3]1. The catalyst class is: 4. (5) Reactant: [C:1]([C:3]1([NH:9][C:10]([CH:12]([NH:20]C(OC(C)(C)C)=O)[CH2:13][CH:14]2[CH2:19][CH2:18][CH2:17][CH2:16][CH2:15]2)=[O:11])[CH2:8][CH2:7][O:6][CH2:5][CH2:4]1)#[N:2].[ClH:28]. Product: [ClH:28].[C:1]([C:3]1([NH:9][C:10]([CH:12]([NH2:20])[CH2:13][CH:14]2[CH2:15][CH2:16][CH2:17][CH2:18][CH2:19]2)=[O:11])[CH2:4][CH2:5][O:6][CH2:7][CH2:8]1)#[N:2]. The catalyst class is: 12. (6) Product: [Cl:1][C:2]1[N:3]=[N:4][CH:5]=[C:6]([C:15]2[CH:14]=[CH:13][CH:12]=[C:11]([O:10][CH3:9])[CH:16]=2)[CH:7]=1. The catalyst class is: 93. Reactant: [Cl:1][C:2]1[N:3]=[N:4][CH:5]=[C:6](Cl)[CH:7]=1.[CH3:9][O:10][C:11]1[CH:12]=[C:13](B(O)O)[CH:14]=[CH:15][CH:16]=1.[F-].[K+]. (7) Reactant: [CH3:1][O:2][C:3]1[CH:8]=[CH:7][CH:6]=[CH:5][C:4]=1[O:9][CH3:10]. Product: [OH2:2].[OH:9][C:4]1[C:3]([OH:2])=[CH:8][C:7]2[C:6]3[C:5](=[CH:4][C:3]([OH:2])=[C:8]([OH:2])[CH:7]=3)[C:6]3[C:7](=[CH:8][C:3]([OH:2])=[C:4]([OH:9])[CH:5]=3)[C:6]=2[CH:5]=1.[CH3:1][O:2][C:3]1[C:4]([O:9][CH3:10])=[CH:5][C:6]2[C:7]3[C:6](=[CH:5][C:4]([O:9][CH3:10])=[C:3]([O:2][CH3:1])[CH:8]=3)[C:7]3[C:6](=[CH:5][C:4]([O:9][CH3:10])=[C:3]([O:2][CH3:1])[CH:8]=3)[C:7]=2[CH:8]=1. The catalyst class is: 65.